Predict the reactants needed to synthesize the given product. From a dataset of Full USPTO retrosynthesis dataset with 1.9M reactions from patents (1976-2016). (1) Given the product [CH2:10]([O:7][C:1]1[CH:6]=[CH:5][CH:4]=[CH:3][CH:2]=1)[C:9]#[CH:8], predict the reactants needed to synthesize it. The reactants are: [C:1]1([OH:7])[CH:6]=[CH:5][CH:4]=[CH:3][CH:2]=1.[CH2:8](Br)[C:9]#[CH:10].C(=O)([O-])[O-].[K+].[K+]. (2) Given the product [Cl:34][C:35]1[C:40]([Cl:41])=[CH:39][C:38]([NH:42][C:49](=[O:48])[CH2:50][C:51](=[O:53])[CH3:52])=[C:37]([N+:43]([O-:45])=[O:44])[CH:36]=1, predict the reactants needed to synthesize it. The reactants are: CC1C2C(OC3C=CC=C(C(F)(F)F)C=3)=C(OC)C=C(NC(CCCN)C)C=2N=C(OC)C=1.[Cl:34][C:35]1[C:40]([Cl:41])=[CH:39][C:38]([NH2:42])=[C:37]([N+:43]([O-:45])=[O:44])[CH:36]=1.C([O:48][C:49](=O)[CH2:50][C:51](=[O:53])[CH3:52])C. (3) Given the product [CH3:30][C:24]1[CH:25]=[CH:26][CH:27]=[C:28]([CH3:29])[C:23]=1[C:21]1[CH:22]=[C:17]2[C:16]([CH:31]([OH:37])[CH:32]([CH2:33][CH3:34])[CH2:35][CH3:36])=[CH:15][N:14]([C:12]3[CH:11]=[C:10]([CH2:38][CH3:39])[N:9]=[C:8]([O:4][CH3:1])[N:13]=3)[C:18]2=[CH:19][N:20]=1, predict the reactants needed to synthesize it. The reactants are: [C:1]([O-:4])([O-])=O.[Cs+].[Cs+].Cl[C:8]1[N:13]=[C:12]([N:14]2[C:18]3=[CH:19][N:20]=[C:21]([C:23]4[C:28]([CH3:29])=[CH:27][CH:26]=[CH:25][C:24]=4[CH3:30])[CH:22]=[C:17]3[C:16]([CH:31]([OH:37])[CH:32]([CH2:35][CH3:36])[CH2:33][CH3:34])=[CH:15]2)[CH:11]=[C:10]([CH2:38][CH3:39])[N:9]=1.